The task is: Predict which catalyst facilitates the given reaction.. This data is from Catalyst prediction with 721,799 reactions and 888 catalyst types from USPTO. Reactant: Cl.[CH2:2]([N:5]1[C@H:10]([CH3:11])[CH2:9][N:8]([C@H:12]([C:20]2[CH:32]=[CH:31][C:23]([C:24]([N:26]([CH2:29][CH3:30])[CH2:27][CH3:28])=[O:25])=[CH:22][CH:21]=2)[C:13]2[CH:18]=[CH:17][CH:16]=[C:15]([OH:19])[CH:14]=2)[C@@H:7]([CH3:33])[CH2:6]1)[CH:3]=[CH2:4].C(N(CC)CC)C.C1C=CC(N([S:48]([C:51]([F:54])([F:53])[F:52])(=[O:50])=[O:49])[S:48]([C:51]([F:54])([F:53])[F:52])(=[O:50])=[O:49])=CC=1. Product: [CH2:2]([N:5]1[C@H:10]([CH3:11])[CH2:9][N:8]([C@H:12]([C:20]2[CH:21]=[CH:22][C:23]([C:24]([N:26]([CH2:27][CH3:28])[CH2:29][CH3:30])=[O:25])=[CH:31][CH:32]=2)[C:13]2[CH:18]=[CH:17][CH:16]=[C:15]([O:19][S:48]([C:51]([F:54])([F:53])[F:52])(=[O:50])=[O:49])[CH:14]=2)[C@@H:7]([CH3:33])[CH2:6]1)[CH:3]=[CH2:4]. The catalyst class is: 2.